The task is: Predict which catalyst facilitates the given reaction.. This data is from Catalyst prediction with 721,799 reactions and 888 catalyst types from USPTO. (1) Reactant: [NH2:1][C:2]1[N:7]=[C:6]([Cl:8])[C:5]([CH2:9][C:10](OCC)=[O:11])=[C:4]([NH:15][CH2:16][C:17]2[N:21]([CH3:22])[N:20]=[C:19]([CH3:23])[CH:18]=2)[N:3]=1.CCN(CC)CC. Product: [NH2:1][C:2]1[N:7]=[C:6]([Cl:8])[C:5]2[CH2:9][C:10](=[O:11])[N:15]([CH2:16][C:17]3[N:21]([CH3:22])[N:20]=[C:19]([CH3:23])[CH:18]=3)[C:4]=2[N:3]=1. The catalyst class is: 218. (2) Reactant: C(N(CC)CC)C.[C:19]([O:18][C:16](O[C:16]([O:18][C:19]([CH3:22])([CH3:21])[CH3:20])=[O:17])=[O:17])([CH3:22])([CH3:21])[CH3:20].[CH3:23][CH:24]1[CH2:29][NH:28][C:27](=[O:30])[CH2:26][CH2:25]1. Product: [C:19]([O:18][C:16]([N:28]1[CH2:29][CH:24]([CH3:23])[CH2:25][CH2:26][C:27]1=[O:30])=[O:17])([CH3:20])([CH3:21])[CH3:22]. The catalyst class is: 143. (3) Reactant: [CH2:1]([O:3][C:4](=[O:18])[C:5]1[CH:10]=[C:9](O)[C:8]([O:12][CH2:13][CH3:14])=[C:7]([O:15][CH2:16][CH3:17])[CH:6]=1)[CH3:2].[Cl:19][C:20]1[CH:25]=[C:24]([Cl:26])[CH:23]=[CH:22][C:21]=1[CH2:27][CH2:28][OH:29].C1(P(C2C=CC=CC=2)C2C=CC=CC=2)C=CC=CC=1.CCOC(/N=N/C(OCC)=O)=O. Product: [CH2:1]([O:3][C:4](=[O:18])[C:5]1[CH:6]=[C:7]([O:15][CH2:16][CH3:17])[C:8]([O:12][CH2:13][CH3:14])=[C:9]([O:29][CH2:28][CH2:27][C:21]2[CH:22]=[CH:23][C:24]([Cl:26])=[CH:25][C:20]=2[Cl:19])[CH:10]=1)[CH3:2]. The catalyst class is: 7. (4) Reactant: [CH3:1][C:2]1[CH:3]=[C:4]([C:8](O)([CH3:10])[CH3:9])[N:5]=[N:6][CH:7]=1.CCN(S(F)(F)[F:18])CC.C(=O)(O)[O-].[Na+]. Product: [F:18][C:8]([C:4]1[N:5]=[N:6][CH:7]=[C:2]([CH3:1])[CH:3]=1)([CH3:10])[CH3:9]. The catalyst class is: 2. (5) Reactant: [CH2:1]([O:3][C:4]([CH2:6][N:7]1[CH2:12][CH2:11][NH:10][CH2:9][CH2:8]1)=[O:5])[CH3:2].C(N(CC)CC)C.[C:20]([O:24][C:25](ON=C(C1C=CC=CC=1)C#N)=[O:26])([CH3:23])([CH3:22])[CH3:21]. Product: [C:20]([O:24][C:25]([N:10]1[CH2:9][CH2:8][N:7]([CH2:6][C:4]([O:3][CH2:1][CH3:2])=[O:5])[CH2:12][CH2:11]1)=[O:26])([CH3:23])([CH3:22])[CH3:21]. The catalyst class is: 12. (6) Reactant: [N:1]([CH2:4][CH2:5][O:6][CH2:7][CH2:8][O:9][CH2:10][CH2:11][O:12][CH2:13][CH2:14][O:15][CH2:16][CH2:17][O:18][CH2:19][CH2:20][NH:21][C:22](=[O:29])[CH2:23][O:24][CH2:25][C:26]([OH:28])=[O:27])=[N+]=[N-]. Product: [NH2:1][CH2:4][CH2:5][O:6][CH2:7][CH2:8][O:9][CH2:10][CH2:11][O:12][CH2:13][CH2:14][O:15][CH2:16][CH2:17][O:18][CH2:19][CH2:20][NH:21][C:22](=[O:29])[CH2:23][O:24][CH2:25][C:26]([OH:28])=[O:27]. The catalyst class is: 6.